From a dataset of NCI-60 drug combinations with 297,098 pairs across 59 cell lines. Regression. Given two drug SMILES strings and cell line genomic features, predict the synergy score measuring deviation from expected non-interaction effect. (1) Drug 1: C#CCC(CC1=CN=C2C(=N1)C(=NC(=N2)N)N)C3=CC=C(C=C3)C(=O)NC(CCC(=O)O)C(=O)O. Drug 2: C1=NNC2=C1C(=O)NC=N2. Cell line: HT29. Synergy scores: CSS=38.8, Synergy_ZIP=-0.346, Synergy_Bliss=-1.16, Synergy_Loewe=-55.6, Synergy_HSA=-2.09. (2) Drug 1: CC1C(C(CC(O1)OC2CC(CC3=C2C(=C4C(=C3O)C(=O)C5=C(C4=O)C(=CC=C5)OC)O)(C(=O)C)O)N)O.Cl. Drug 2: CC1=C(C=C(C=C1)C(=O)NC2=CC(=CC(=C2)C(F)(F)F)N3C=C(N=C3)C)NC4=NC=CC(=N4)C5=CN=CC=C5. Cell line: NCI-H322M. Synergy scores: CSS=-0.784, Synergy_ZIP=2.32, Synergy_Bliss=6.79, Synergy_Loewe=-2.18, Synergy_HSA=1.35.